This data is from Full USPTO retrosynthesis dataset with 1.9M reactions from patents (1976-2016). The task is: Predict the reactants needed to synthesize the given product. Given the product [CH:15]([Si:18]([O:1][C:2]1[CH:9]=[CH:8][C:5]([CH:6]=[O:7])=[CH:4][CH:3]=1)([CH:22]([CH3:24])[CH3:23])[CH:19]([CH3:21])[CH3:20])([CH3:17])[CH3:16], predict the reactants needed to synthesize it. The reactants are: [OH:1][C:2]1[CH:9]=[CH:8][C:5]([CH:6]=[O:7])=[CH:4][CH:3]=1.N1C=CN=C1.[CH:15]([Si:18](Cl)([CH:22]([CH3:24])[CH3:23])[CH:19]([CH3:21])[CH3:20])([CH3:17])[CH3:16].